From a dataset of Forward reaction prediction with 1.9M reactions from USPTO patents (1976-2016). Predict the product of the given reaction. (1) Given the reactants [C:1]1([CH:9]=[CH:8][CH:7]=[C:5]([OH:6])[C:3]=1[OH:4])[OH:2].OO.P([O-])([O-])([O-])=O.OS(O)(=O)=O, predict the reaction product. The product is: [CH:9]1[C:8]2[CH:8]=[CH:7][CH:5]=[C:3]([OH:4])[C:1](=[O:2])[C:7]=2[C:5]([OH:6])=[C:3]([OH:4])[C:1]=1[OH:2]. (2) Given the reactants [NH2:1][C@@H:2]1[CH2:6][CH2:5][N:4](C(OC(C)(C)C)=O)[CH2:3]1.[CH3:14][C:15]1[CH:23]=[C:22]([CH3:24])[CH:21]=[C:20]2[C:16]=1[CH:17]=[C:18]([C:25](O)=[O:26])[NH:19]2.N, predict the reaction product. The product is: [CH3:14][C:15]1[CH:23]=[C:22]([CH3:24])[CH:21]=[C:20]2[C:16]=1[CH:17]=[C:18]([C:25]([NH:1][C@@H:2]1[CH2:6][CH2:5][NH:4][CH2:3]1)=[O:26])[NH:19]2. (3) Given the reactants [Br:1][C:2]1[N:7]=[C:6]([CH3:8])[CH:5]=[CH:4][CH:3]=1.C1C(=O)N([Br:16])C(=O)C1.C(OOC(=O)C1C=CC=CC=1)(=O)C1C=CC=CC=1, predict the reaction product. The product is: [Br:1][C:2]1[N:7]=[C:6]([CH2:8][Br:16])[CH:5]=[CH:4][CH:3]=1. (4) Given the reactants [Cl:1][C:2]1[C:7]2[CH2:8][CH2:9][O:10][C:6]=2[C:5]([CH:11]2[C@H:16]([O:17]CC3C=CC=CC=3)[C@@H:15]([O:25]CC3C=CC=CC=3)[C@H:14]([O:33]CC3C=CC=CC=3)[C@@H:13]([CH2:41][O:42]CC3C=CC=CC=3)[O:12]2)=[CH:4][C:3]=1[CH2:50][C:51]1[CH:56]=[CH:55][C:54]([O:57][CH3:58])=[CH:53][CH:52]=1, predict the reaction product. The product is: [Cl:1][C:2]1[C:7]2[CH2:8][CH2:9][O:10][C:6]=2[C:5]([C@H:11]2[C@H:16]([OH:17])[C@@H:15]([OH:25])[C@H:14]([OH:33])[C@@H:13]([CH2:41][OH:42])[O:12]2)=[CH:4][C:3]=1[CH2:50][C:51]1[CH:52]=[CH:53][C:54]([O:57][CH3:58])=[CH:55][CH:56]=1. (5) Given the reactants C([O:3][C:4](=[O:21])[CH2:5][C:6]1[C:15]2[C:10](=[CH:11][C:12]([CH2:16][N:17]([CH3:19])[CH3:18])=[CH:13][CH:14]=2)[CH:9]=[CH:8][C:7]=1[Cl:20])C.[OH-].[Li+].OS([O-])(=O)=O.[Na+], predict the reaction product. The product is: [Cl:20][C:7]1[CH:8]=[CH:9][C:10]2[C:15](=[CH:14][CH:13]=[C:12]([CH2:16][N:17]([CH3:18])[CH3:19])[CH:11]=2)[C:6]=1[CH2:5][C:4]([OH:21])=[O:3]. (6) Given the reactants [Cl:1][C:2]1[CH:3]=[CH:4][C:5]2[N:11]([CH2:12][C:13]([CH3:20])([CH3:19])[CH2:14][O:15]C(=O)C)[C:10](=[O:21])[C@@H:9]([CH2:22][C:23]([NH:25][CH2:26][CH2:27][CH2:28][O:29][C:30]3[CH:35]=[CH:34][C:33]([CH2:36][C:37]([O:39]C)=[O:38])=[CH:32][CH:31]=3)=[O:24])[O:8][C@H:7]([C:41]3[CH:46]=[CH:45][CH:44]=[C:43]([O:47][CH3:48])[C:42]=3[O:49][CH3:50])[C:6]=2[CH:51]=1.[OH-].[Na+].C(O)C, predict the reaction product. The product is: [Cl:1][C:2]1[CH:3]=[CH:4][C:5]2[N:11]([CH2:12][C:13]([CH3:19])([CH3:20])[CH2:14][OH:15])[C:10](=[O:21])[C@@H:9]([CH2:22][C:23]([NH:25][CH2:26][CH2:27][CH2:28][O:29][C:30]3[CH:35]=[CH:34][C:33]([CH2:36][C:37]([OH:39])=[O:38])=[CH:32][CH:31]=3)=[O:24])[O:8][C@H:7]([C:41]3[CH:46]=[CH:45][CH:44]=[C:43]([O:47][CH3:48])[C:42]=3[O:49][CH3:50])[C:6]=2[CH:51]=1.